Task: Predict the reaction yield, written as a fraction of the theoretical maximum amount of product (1.0 means a 100% yield; for example, 0.34 means a 34% yield).. Dataset: Reaction yield outcomes from USPTO patents with 853,638 reactions (1) The product is [OH:8][C:9]1[CH:10]=[C:11]([CH:40]=[CH:41][C:42]=1[OH:43])[C:12]1[O:13][C:14]2[C:19]([C:20](=[O:39])[CH:21]=1)=[CH:18][CH:17]=[CH:16][CH:15]=2. The catalyst is [OH-].[OH-].[Pd+2].CCO. The reactants are C([O:8][C:9]1[CH:10]=[C:11]([CH:40]=[CH:41][C:42]=1[O:43]CC1C=CC=CC=1)[C:12]1[O:13][C:14]2[C:19]([C:20](=[O:39])[C:21]=1OC(CCCCC(OCC1C=CC=CC=1)=O)=O)=[CH:18][CH:17]=[CH:16][CH:15]=2)C1C=CC=CC=1.C1COCC1. The yield is 0.560. (2) The reactants are [Si:1]([O:8][CH2:9][C:10]1[CH:19]=[CH:18][C:13]([C:14]([NH:16][NH2:17])=[O:15])=[CH:12][CH:11]=1)([C:4]([CH3:7])([CH3:6])[CH3:5])([CH3:3])[CH3:2].C(N(CC)CC)C.[C:27](Cl)(=[O:35])[CH2:28][CH2:29][CH2:30][CH2:31][CH2:32][CH2:33][CH3:34]. The catalyst is ClCCl. The product is [Si:1]([O:8][CH2:9][C:10]1[CH:11]=[CH:12][C:13]([C:14]([NH:16][NH:17][C:27](=[O:35])[CH2:28][CH2:29][CH2:30][CH2:31][CH2:32][CH2:33][CH3:34])=[O:15])=[CH:18][CH:19]=1)([C:4]([CH3:7])([CH3:6])[CH3:5])([CH3:3])[CH3:2]. The yield is 0.970. (3) The reactants are CO[C:3](=[O:23])[C:4]1[CH:9]=[CH:8][C:7]([O:10][CH2:11][C:12]2[C:13]([CH:18]3[CH2:22][CH2:21][CH2:20][CH2:19]3)=[N:14][O:15][C:16]=2[CH3:17])=[N:6][CH:5]=1.COC(=O)C1C=CC(OC[C:35]2[C:36]([CH2:41]CCC)=[N:37]OC=2C)=NC=1. No catalyst specified. The product is [CH:18]1([C:13]2[C:12]([CH2:11][O:10][C:7]3[CH:8]=[CH:9][C:4]([C:3]([NH:37][CH:36]([CH3:41])[CH3:35])=[O:23])=[CH:5][N:6]=3)=[C:16]([CH3:17])[O:15][N:14]=2)[CH2:19][CH2:20][CH2:21][CH2:22]1. The yield is 0.620. (4) The reactants are [NH:1]1[CH2:5][CH2:4][CH2:3][C@H:2]1[C:6]([N:8]1[CH2:12][CH2:11][CH2:10][C@H:9]1[C:13]([O:15][C:16]([CH3:19])([CH3:18])[CH3:17])=[O:14])=[O:7].[C:20]1(=[O:34])[N:24]([CH:25]([CH2:29][CH2:30][CH2:31][CH3:32])C(O)=O)[C:23](=[O:33])[CH:22]=[CH:21]1.CCN(C(C)C)C(C)C.CN([C:47]([O:51]N1N=NC2C=CC=NC1=2)=[N+](C)C)C.F[P-](F)(F)(F)(F)F. The catalyst is C(OCC)(=O)C. The product is [O:34]=[C:20]1[CH:21]=[CH:22][C:23](=[O:33])[N:24]1[CH2:25][CH2:29][CH2:30][CH2:31][CH2:32][C:47]([N:1]1[CH2:5][CH2:4][CH2:3][C@H:2]1[C:6]([N:8]1[CH2:12][CH2:11][CH2:10][C@H:9]1[C:13]([O:15][C:16]([CH3:19])([CH3:18])[CH3:17])=[O:14])=[O:7])=[O:51]. The yield is 0.330. (5) The reactants are [CH3:1][C:2]([CH3:17])([CH3:16])[C@H:3]([NH:7][C:8]([O:10][CH2:11][CH2:12][CH2:13][CH:14]=[CH2:15])=[O:9])[C:4]([OH:6])=O.CCN(C(C)C)C(C)C.CN(C(ON1N=NC2C=CC=NC1=2)=[N+](C)C)C.F[P-](F)(F)(F)(F)F.[CH2:51]([C:54]1[C:55]([O:75][CH3:76])=[CH:56][CH:57]=[C:58]2[C:63]=1[CH:62]=[C:61]([C@@:64]1([O:73][CH3:74])[CH2:68][NH:67][C@H:66]([C:69]([O:71][CH3:72])=[O:70])[CH2:65]1)[CH:60]=[CH:59]2)[CH:52]=[CH2:53]. The catalyst is C(Cl)Cl. The product is [CH2:51]([C:54]1[C:55]([O:75][CH3:76])=[CH:56][CH:57]=[C:58]2[C:63]=1[CH:62]=[C:61]([C@@:64]1([O:73][CH3:74])[CH2:68][N:67]([C:4](=[O:6])[C@@H:3]([NH:7][C:8]([O:10][CH2:11][CH2:12][CH2:13][CH:14]=[CH2:15])=[O:9])[C:2]([CH3:1])([CH3:17])[CH3:16])[C@H:66]([C:69]([O:71][CH3:72])=[O:70])[CH2:65]1)[CH:60]=[CH:59]2)[CH:52]=[CH2:53]. The yield is 0.920. (6) The reactants are [CH3:1][C:2]1[CH:10]=[CH:9][C:8]([N:11]([CH3:20])[S:12]([C:15]2[S:16][CH:17]=[CH:18][CH:19]=2)(=[O:14])=[O:13])=[C:7]2[C:3]=1[CH:4]=[C:5]([C:21]1[S:22][CH:23]([CH2:26][C:27](OCC)=[O:28])[CH2:24][N:25]=1)[NH:6]2.[BH4-].[Li+].O1CCCC1.C(O)(=O)CC(CC(O)=O)(C(O)=O)O. The catalyst is CO. The product is [OH:28][CH2:27][CH2:26][CH:23]1[S:22][C:21]([C:5]2[NH:6][C:7]3[C:3]([CH:4]=2)=[C:2]([CH3:1])[CH:10]=[CH:9][C:8]=3[N:11]([CH3:20])[S:12]([C:15]2[S:16][CH:17]=[CH:18][CH:19]=2)(=[O:14])=[O:13])=[N:25][CH2:24]1. The yield is 0.940. (7) The reactants are [Br:1][C:2]1[CH:7]=[C:6]([O:8][CH3:9])[CH:5]=[C:4]([O:10]C)[CH:3]=1.C[S-].[Na+].Cl. The catalyst is CN1CCCC1=O. The product is [Br:1][C:2]1[CH:3]=[C:4]([OH:10])[CH:5]=[C:6]([O:8][CH3:9])[CH:7]=1. The yield is 0.860. (8) The reactants are [NH2:1][C:2]1[CH:7]=[C:6]([C:8]2[S:9][CH:10]=[CH:11][CH:12]=2)[CH:5]=[CH:4][C:3]=1[NH:13][C:14](=[O:20])[O:15][C:16]([CH3:19])([CH3:18])[CH3:17].Cl[C:22]([O:24][CH2:25][CH3:26])=[O:23]. The catalyst is ClCCl.CN(C1C=CN=CC=1)C.O. The product is [S:9]1[CH:10]=[CH:11][CH:12]=[C:8]1[C:6]1[CH:5]=[CH:4][C:3]([NH:13][C:14](=[O:20])[O:15][C:16]([CH3:17])([CH3:19])[CH3:18])=[C:2]([NH:1][C:22](=[O:23])[O:24][CH2:25][CH3:26])[CH:7]=1. The yield is 0.440. (9) The reactants are C[Si]([N-][Si](C)(C)C)(C)C.[Li+].[CH3:11][O:12][C:13]1[CH:14]=[C:15]([C:21]([C:23]2[CH:28]=[CH:27][C:26]([O:29][CH3:30])=[C:25]([N+:31]([O-:33])=[O:32])[CH:24]=2)=O)[CH:16]=[C:17]([O:19][CH3:20])[CH:18]=1.[CH2:34]1COC[CH2:35]1. The catalyst is [Br-].C([P+](C1C=CC=CC=1)(C1C=CC=CC=1)C1C=CC=CC=1)C. The product is [CH3:11][O:12][C:13]1[CH:14]=[C:15]([C:21]([C:23]2[CH:28]=[CH:27][C:26]([O:29][CH3:30])=[C:25]([N+:31]([O-:33])=[O:32])[CH:24]=2)=[CH:34][CH3:35])[CH:16]=[C:17]([O:19][CH3:20])[CH:18]=1. The yield is 0.970.